Predict the product of the given reaction. From a dataset of Forward reaction prediction with 1.9M reactions from USPTO patents (1976-2016). (1) Given the reactants [N+:1]([C:4]1[CH:11]=[N:10][CH:9]=[CH:8][C:5]=1[CH:6]=[O:7])([O-:3])=[O:2].[CH2:12]([OH:18])[C@H:13]([OH:17])[CH2:14][CH2:15]O.C1(C)C=CC(S(O)(=O)=O)=CC=1, predict the reaction product. The product is: [N+:1]([C:4]1[CH:11]=[N:10][CH:9]=[CH:8][C:5]=1[C@H:6]1[O:17][C@@H:13]([CH2:12][OH:18])[CH2:14][CH2:15][O:7]1)([O-:3])=[O:2]. (2) Given the reactants [NH2:1][C:2]1[CH:7]=[CH:6][C:5]([Cl:8])=[CH:4][C:3]=1[CH:9]([C:11]1[CH:16]=[CH:15][CH:14]=[C:13]([Cl:17])[C:12]=1[Cl:18])O.[C:19](O)(=[O:26])[CH:20]([CH2:22][C:23]([OH:25])=[O:24])[SH:21].Cl.O1CCOCC1.C(=O)([O-])[O-].[K+].[K+].Cl, predict the reaction product. The product is: [Cl:8][C:5]1[CH:6]=[CH:7][C:2]2[NH:1][C:19](=[O:26])[CH:20]([CH2:22][C:23]([OH:25])=[O:24])[S:21][CH:9]([C:11]3[CH:16]=[CH:15][CH:14]=[C:13]([Cl:17])[C:12]=3[Cl:18])[C:3]=2[CH:4]=1. (3) The product is: [O:19]=[S:14]1(=[O:18])[CH2:15][CH2:16][CH2:17][N:13]1[C:10]1[CH:11]=[CH:12][C:7]([CH:5]([CH3:6])[C:4]([OH:21])=[O:3])=[CH:8][C:9]=1[F:20]. Given the reactants C([O:3][C:4](=[O:21])[CH:5]([C:7]1[CH:12]=[CH:11][C:10]([N:13]2[CH2:17][CH2:16][CH2:15][S:14]2(=[O:19])=[O:18])=[C:9]([F:20])[CH:8]=1)[CH3:6])C.[Li+].[OH-].Cl, predict the reaction product. (4) Given the reactants [CH2:1]([C@H:8]1[CH2:13][CH2:12][N:11]([CH2:14][CH2:15][S:16]([C:19]2[CH:24]=[CH:23][C:22]([O:25][C:26](=[O:35])[C:27]3[CH:32]=[CH:31][C:30]([CH2:33]Cl)=[CH:29][CH:28]=3)=[CH:21][CH:20]=2)(=[O:18])=[O:17])[CH2:10][C@H:9]1[OH:36])[C:2]1[CH:7]=[CH:6][CH:5]=[CH:4][CH:3]=1.CCN(CC)CC.[NH:44]1[CH2:49][CH2:48][O:47][CH2:46][CH2:45]1, predict the reaction product. The product is: [CH2:1]([C@H:8]1[CH2:13][CH2:12][N:11]([CH2:14][CH2:15][S:16]([C:19]2[CH:24]=[CH:23][C:22]([O:25][C:26](=[O:35])[C:27]3[CH:32]=[CH:31][C:30]([CH2:33][N:44]4[CH2:49][CH2:48][O:47][CH2:46][CH2:45]4)=[CH:29][CH:28]=3)=[CH:21][CH:20]=2)(=[O:18])=[O:17])[CH2:10][C@H:9]1[OH:36])[C:2]1[CH:7]=[CH:6][CH:5]=[CH:4][CH:3]=1. (5) Given the reactants O1C(C2C=C(N[C:13]3[N:18]=[C:17]([C:19]4[C:20]([C:28]5[CH:29]=[C:30]([NH:34][C:35](=[O:42])[CH2:36]C6SC=CC=6)[CH:31]=[CH:32][CH:33]=5)=[N:21][N:22]5[CH:27]=[CH:26][CH:25]=[CH:24][C:23]=45)[CH:16]=[CH:15][N:14]=3)C=CC=2)=CN=C1.[S:43]1[CH:47]=[CH:46][C:45](CC(O)=O)=[CH:44]1.[ClH:52].CN(C)CCCN=C=NCC.ON1C2C=CC=CC=2N=N1.C(N(C(C)C)CC)(C)C, predict the reaction product. The product is: [Cl:52][C:13]1[N:18]=[C:17]([C:19]2[C:20]([C:28]3[CH:29]=[C:30]([NH:34][C:35](=[O:42])[CH2:36][C:45]4[CH:46]=[CH:47][S:43][CH:44]=4)[CH:31]=[CH:32][CH:33]=3)=[N:21][N:22]3[CH:27]=[CH:26][CH:25]=[CH:24][C:23]=23)[CH:16]=[CH:15][N:14]=1. (6) Given the reactants [Cl:1][C:2]1[CH:3]=[C:4]([CH:19]=[CH:20][CH:21]=1)[C:5]([NH:7][C:8](=S)[NH:9][C:10]1[CH:15]=[C:14]([F:16])[CH:13]=[C:12]([Cl:17])[CH:11]=1)=[O:6].[F:22][C:23]([F:31])([F:30])[C:24]1[NH:28][N:27]=[C:26]([NH2:29])[CH:25]=1.CN(C)CCCN=C=NCC, predict the reaction product. The product is: [CH3:23][C:24]([CH3:25])=[O:6].[Cl:1][C:2]1[CH:3]=[C:4]([CH:19]=[CH:20][CH:21]=1)[C:5]([N:7]=[C:8]([NH:9][C:10]1[CH:15]=[C:14]([F:16])[CH:13]=[C:12]([Cl:17])[CH:11]=1)[NH:29][C:26]1[CH:25]=[C:24]([C:23]([F:31])([F:30])[F:22])[NH:28][N:27]=1)=[O:6]. (7) Given the reactants [CH:1]1[C:14]2[C:13]3[C:8](=[CH:9][CH:10]=[CH:11][CH:12]=3)[C:7](=[O:15])[NH:6][C:5]=2[CH:4]=[CH:3][CH:2]=1.Br[C:17]1[CH:18]=[C:19]([C:23]2[N:28]=[C:27]([C:29]3[CH:34]=[CH:33][CH:32]=[CH:31][CH:30]=3)[N:26]=[C:25]([C:35]3[CH:40]=[CH:39][CH:38]=[CH:37][CH:36]=3)[N:24]=2)[CH:20]=[CH:21][CH:22]=1.N1C=CC=CC=1C(=O)CC(C1C=CC=CN=1)=O.C(=O)([O-])[O-].[K+].[K+], predict the reaction product. The product is: [C:35]1([C:25]2[N:24]=[C:23]([C:19]3[CH:20]=[CH:21][CH:22]=[CH:17][CH:18]=3)[N:28]=[C:27]([C:29]3[CH:34]=[C:33]([N:6]4[C:7](=[O:15])[C:8]5[C:13](=[CH:12][CH:11]=[CH:10][CH:9]=5)[C:14]5[CH:1]=[CH:2][CH:3]=[CH:4][C:5]4=5)[CH:32]=[CH:31][CH:30]=3)[N:26]=2)[CH:40]=[CH:39][CH:38]=[CH:37][CH:36]=1. (8) Given the reactants [O:1]=[C:2]1[N:7]([CH2:8][C:9]2[CH:10]=[C:11]([CH:15]=[CH:16][CH:17]=2)[C:12](Cl)=[O:13])[N:6]=[C:5]([C:18]2[O:22][N:21]=[C:20]([C:23]3[CH:28]=[CH:27][C:26]([C:29]([CH3:35])([CH3:34])[C:30]([F:33])([F:32])[F:31])=[CH:25][CH:24]=3)[N:19]=2)[CH:4]=[CH:3]1.[CH:36]1([N:39]2[CH2:44][CH2:43][NH:42][CH2:41][CH2:40]2)[CH2:38][CH2:37]1, predict the reaction product. The product is: [CH:36]1([N:39]2[CH2:44][CH2:43][N:42]([C:12]([C:11]3[CH:10]=[C:9]([CH:17]=[CH:16][CH:15]=3)[CH2:8][N:7]3[C:2](=[O:1])[CH:3]=[CH:4][C:5]([C:18]4[O:22][N:21]=[C:20]([C:23]5[CH:24]=[CH:25][C:26]([C:29]([CH3:35])([CH3:34])[C:30]([F:33])([F:32])[F:31])=[CH:27][CH:28]=5)[N:19]=4)=[N:6]3)=[O:13])[CH2:41][CH2:40]2)[CH2:38][CH2:37]1. (9) Given the reactants [Cl:1][C:2]1[C:11]2[C:6](=[CH:7][CH:8]=[CH:9][CH:10]=2)[CH:5]=[CH:4][C:3]=1[CH2:12][CH2:13][CH2:14][NH2:15].[Cl:16][C:17]1[O:21][C:20]([CH:22]=O)=[CH:19][CH:18]=1, predict the reaction product. The product is: [Cl:16][C:17]1[O:21][C:20]([CH2:22][NH:15][CH2:14][CH2:13][CH2:12][C:3]2[CH:4]=[CH:5][C:6]3[C:11](=[CH:10][CH:9]=[CH:8][CH:7]=3)[C:2]=2[Cl:1])=[CH:19][CH:18]=1. (10) Given the reactants [C:1]12[C:7](=[CH:8][CH:9]=[CH:10][CH:11]=1)[NH:6]C(=O)[O:4][C:2]2=O.[CH:13]([NH2:16])([CH3:15])[CH3:14], predict the reaction product. The product is: [NH2:6][C:7]1[CH:8]=[CH:9][CH:10]=[CH:11][C:1]=1[C:2]([NH:16][CH:13]([CH3:15])[CH3:14])=[O:4].